Dataset: Forward reaction prediction with 1.9M reactions from USPTO patents (1976-2016). Task: Predict the product of the given reaction. (1) Given the reactants [CH2:1]([O:8][C:9]1[C:14](C(O)=O)=[CH:13][N:12]=[C:11]([N:18]2[CH:22]=[CH:21][CH:20]=[N:19]2)[N:10]=1)[C:2]1[CH:7]=[CH:6][CH:5]=[CH:4][CH:3]=1.CC[N:25](CC)CC.C1C=CC(P(N=[N+]=[N-])(C2C=CC=CC=2)=O)=CC=1.O, predict the reaction product. The product is: [CH2:1]([O:8][C:9]1[C:14]([NH2:25])=[CH:13][N:12]=[C:11]([N:18]2[CH:22]=[CH:21][CH:20]=[N:19]2)[N:10]=1)[C:2]1[CH:3]=[CH:4][CH:5]=[CH:6][CH:7]=1. (2) Given the reactants [Cl:1][C:2]1[CH:3]=[C:4]([CH:14]=[C:15]([Cl:17])[CH:16]=1)[O:5][C:6]1[O:10][C:9]([C:11](Cl)=[O:12])=[CH:8][CH:7]=1.[Br:18][C:19]1[C:28]([O:29][CH:30]([C:38]([O:40][CH3:41])=[O:39])[CH2:31][C:32]2[CH:37]=[CH:36][CH:35]=[CH:34][CH:33]=2)=[CH:27][CH:26]=[C:25]2[C:20]=1[CH:21]=[CH:22][C:23]([CH2:42][NH3+:43])=[CH:24]2.[Cl-].C(N(CC)CC)C, predict the reaction product. The product is: [CH3:41][O:40][C:38](=[O:39])[CH:30]([O:29][C:28]1[CH:27]=[CH:26][C:25]2[C:20](=[CH:21][CH:22]=[C:23]([CH2:42][NH:43][C:11]([C:9]3[O:10][C:6]([O:5][C:4]4[CH:3]=[C:2]([Cl:1])[CH:16]=[C:15]([Cl:17])[CH:14]=4)=[CH:7][CH:8]=3)=[O:12])[CH:24]=2)[C:19]=1[Br:18])[CH2:31][C:32]1[CH:33]=[CH:34][CH:35]=[CH:36][CH:37]=1.